From a dataset of Catalyst prediction with 721,799 reactions and 888 catalyst types from USPTO. Predict which catalyst facilitates the given reaction. (1) Reactant: [CH2:1]([N:8]([CH2:30][C@@H:31]1[CH2:35][O:34]C(C)(C)[O:32]1)[CH2:9][C:10]1[C:14]2[N:15]=[CH:16][N:17]=[C:18]([O:19]C)[C:13]=2[N:12](COCC2C=CC=CC=2)[CH:11]=1)[C:2]1[CH:7]=[CH:6][CH:5]=[CH:4][CH:3]=1.C(Cl)Cl. Product: [CH2:1]([N:8]([CH2:9][C:10]1[C:14]2[N:15]=[CH:16][N:17]=[C:18]([OH:19])[C:13]=2[NH:12][CH:11]=1)[CH2:30][C@@H:31]([OH:32])[CH2:35][OH:34])[C:2]1[CH:7]=[CH:6][CH:5]=[CH:4][CH:3]=1. The catalyst class is: 209. (2) Reactant: [CH:1]1[N:5]=[CH:4][NH:3][C:2]=1/[CH:6]=[CH:7]/[C:8]([OH:10])=[O:9]. Product: [NH:5]1[CH:1]=[C:2]([CH2:6][CH2:7][C:8]([OH:10])=[O:9])[N:3]=[CH:4]1. The catalyst class is: 43. (3) Reactant: [CH2:1]([O:3][CH2:4][CH2:5][N:6]1[C:11](=[O:12])[CH:10]=[CH:9][C:8]([C:13]([OH:15])=O)=[CH:7]1)[CH3:2].C(Cl)(=O)C(Cl)=O.CN(C)C=O.[CH2:27]([O:29][C:30]1[CH:34]=[C:33]([C:35]([F:38])([F:37])[F:36])[N:32]([C:39]2[CH:40]=[CH:41][C:42]([NH2:45])=[N:43][CH:44]=2)[N:31]=1)[CH3:28]. Product: [CH2:27]([O:29][C:30]1[CH:34]=[C:33]([C:35]([F:37])([F:36])[F:38])[N:32]([C:39]2[CH:40]=[CH:41][C:42]([NH:45][C:13]([C:8]3[CH:9]=[CH:10][C:11](=[O:12])[N:6]([CH2:5][CH2:4][O:3][CH2:1][CH3:2])[CH:7]=3)=[O:15])=[N:43][CH:44]=2)[N:31]=1)[CH3:28]. The catalyst class is: 7. (4) Reactant: [NH:1]1[C:5]2=[N:6][C:7]([C:10]([O:12][CH2:13][CH3:14])=[O:11])=[CH:8][CH:9]=[C:4]2[CH:3]=[C:2]1[C:15]([O:17][CH2:18][CH3:19])=[O:16].[H-].[Na+].[CH3:22][CH:23]1OS(=O)(=O)[N:26]([C:31]([O:33][C:34]([CH3:37])([CH3:36])[CH3:35])=[O:32])[CH2:25][CH2:24]1. Product: [C:34]([O:33][C:31]([NH:26][CH2:25][CH2:24][CH:23]([N:1]1[C:5]2=[N:6][C:7]([C:10]([O:12][CH2:13][CH3:14])=[O:11])=[CH:8][CH:9]=[C:4]2[CH:3]=[C:2]1[C:15]([O:17][CH2:18][CH3:19])=[O:16])[CH3:22])=[O:32])([CH3:37])([CH3:36])[CH3:35]. The catalyst class is: 3. (5) Reactant: [CH:1](OCC)(OCC)OCC.Cl.[NH2:12][C:13]1[CH:14]=[C:15]([CH:20]=[C:21]([OH:24])[C:22]=1[OH:23])[C:16]([O:18][CH3:19])=[O:17]. Product: [OH:24][C:21]1[C:22]2[O:23][CH:1]=[N:12][C:13]=2[CH:14]=[C:15]([C:16]([O:18][CH3:19])=[O:17])[CH:20]=1. The catalyst class is: 81. (6) Reactant: [Cl:1][C:2]1[CH:3]=[CH:4][C:5]2[NH:11][C:10](=[N:12][NH2:13])[C@@H:9]([CH2:14][C:15]([O:17][CH2:18][CH3:19])=[O:16])[O:8][C@H:7]([C:20]3[CH:25]=[CH:24][CH:23]=[C:22]([O:26][CH3:27])[C:21]=3[O:28][CH3:29])[C:6]=2[CH:30]=1.[CH3:31][O:32][CH2:33][C:34](Cl)=[O:35].C(=O)(O)[O-].[Na+]. Product: [Cl:1][C:2]1[CH:3]=[CH:4][C:5]2[NH:11][C:10](=[N:12][NH:13][C:34](=[O:35])[CH2:33][O:32][CH3:31])[C@@H:9]([CH2:14][C:15]([O:17][CH2:18][CH3:19])=[O:16])[O:8][C@H:7]([C:20]3[CH:25]=[CH:24][CH:23]=[C:22]([O:26][CH3:27])[C:21]=3[O:28][CH3:29])[C:6]=2[CH:30]=1. The catalyst class is: 7. (7) Reactant: [Cl:1][C:2]1[CH:7]=[CH:6][CH:5]=[C:4]([O:8][CH3:9])[C:3]=1/[CH:10]=[C:11]1/[CH:12]2[CH2:19][CH:15]([C:16](=[O:18])[O:17]/1)[CH2:14][CH2:13]2.CS(O)(=O)=O.O=P12OP3(OP(OP(O3)(O1)=O)(=O)O2)=O. Product: [Cl:1][C:2]1[CH:7]=[CH:6][CH:5]=[C:4]([O:8][CH3:9])[C:3]=1[CH:10]1[C:16](=[O:18])[CH:15]2[CH2:19][CH:12]([CH2:13][CH2:14]2)[C:11]1=[O:17]. The catalyst class is: 11.